Dataset: Catalyst prediction with 721,799 reactions and 888 catalyst types from USPTO. Task: Predict which catalyst facilitates the given reaction. (1) Reactant: [Cl:1][C:2]1[CH:3]=[C:4]2[C:8](=[CH:9][CH:10]=1)[N:7]([S:11]([C:14]1[CH:19]=[CH:18][C:17]([O:20][CH3:21])=[CH:16][C:15]=1[O:22][C:23]([F:26])([F:25])[F:24])(=[O:13])=[O:12])[C:6](=[O:27])[C:5]2([N:42]1[CH2:51][C@H:50]([OH:52])[CH2:49][C@H:43]1[C:44]([N:46]([CH3:48])[CH3:47])=[O:45])[C:28]1[CH:33]=[C:32]([CH2:34][CH:35]=[CH:36][CH2:37][CH2:38][OH:39])[CH:31]=[CH:30][C:29]=1[O:40][CH3:41]. Product: [Cl:1][C:2]1[CH:3]=[C:4]2[C:8](=[CH:9][CH:10]=1)[N:7]([S:11]([C:14]1[CH:19]=[CH:18][C:17]([O:20][CH3:21])=[CH:16][C:15]=1[O:22][C:23]([F:24])([F:26])[F:25])(=[O:12])=[O:13])[C:6](=[O:27])[C:5]2([N:42]1[CH2:51][C@H:50]([OH:52])[CH2:49][C@H:43]1[C:44]([N:46]([CH3:48])[CH3:47])=[O:45])[C:28]1[CH:33]=[C:32]([CH2:34][CH2:35][CH2:36][CH2:37][CH2:38][OH:39])[CH:31]=[CH:30][C:29]=1[O:40][CH3:41]. The catalyst class is: 129. (2) Reactant: CN([C:4]([O:8]N1N=NC2C=CC=NC1=2)=[N+:5](C)C)C.F[P-](F)(F)(F)(F)F.[C:25]([OH:31])([C:27]([F:30])([F:29])[F:28])=[O:26].[C@@H:32]12[CH2:37][C@@H:36]1[CH2:35][C@@H:34]([C:38]1[NH:42][C:41]3[CH:43]=[C:44]([C:47]4[CH:56]=[N:55][C:54]5[C:49](=[CH:50][CH:51]=[C:52]([C:57]6[NH:61][C:60]([C@@H:62]7[CH2:67][C@@H:66]8[C@@H:64]([CH2:65]8)[NH:63]7)=[N:59][CH:58]=6)[CH:53]=5)[N:48]=4)[CH:45]=[CH:46][C:40]=3[N:39]=1)[NH:33]2.[CH3:68][O:69][C:70]([NH:72][C@@H:73]([CH:77]([CH3:79])[CH3:78])[C:74]([OH:76])=O)=[O:71].CCN([CH:86]([CH3:88])[CH3:87])C(C)C.[CH3:89][OH:90]. Product: [C:25]([OH:31])([C:27]([F:30])([F:29])[F:28])=[O:26].[CH3:68][O:69][C:70]([NH:72][C@@H:73]([CH:77]([CH3:79])[CH3:78])[C:74]([N:33]1[C@H:34]([C:38]2[NH:39][C:40]3[CH:46]=[CH:45][C:44]([C:47]4[CH:56]=[N:55][C:54]5[C:49](=[CH:50][CH:51]=[C:52]([C:57]6[N:61]=[C:60]([C@@H:62]7[CH2:67][C@@H:66]8[C@@H:64]([CH2:65]8)[N:63]7[C:25]([C@@H:27]([NH:5][C:4](=[O:8])[O:90][CH3:89])[CH:86]([CH3:87])[CH3:88])=[O:31])[NH:59][CH:58]=6)[CH:53]=5)[N:48]=4)=[CH:43][C:41]=3[N:42]=2)[CH2:35][C@@H:36]2[C@H:32]1[CH2:37]2)=[O:76])=[O:71]. The catalyst class is: 3. (3) Reactant: C(OC([N:8]1[CH2:14][CH2:13][C:12]2[C:15]([C:25]3[CH:30]=[CH:29][CH:28]=[CH:27][CH:26]=3)=[CH:16][N:17]([CH2:18][C:19]3[CH:24]=[CH:23][CH:22]=[CH:21][CH:20]=3)[C:11]=2[CH2:10][CH2:9]1)=O)(C)(C)C.C(N)C1C=CC=CC=1. Product: [CH2:18]([N:17]1[C:11]2[CH2:10][CH2:9][NH:8][CH2:14][CH2:13][C:12]=2[C:15]([C:25]2[CH:30]=[CH:29][CH:28]=[CH:27][CH:26]=2)=[CH:16]1)[C:19]1[CH:20]=[CH:21][CH:22]=[CH:23][CH:24]=1. The catalyst class is: 48. (4) Reactant: [C:1]([NH:4][C:5]1[CH:10]=[C:9]([C:11]2[N:15]([CH2:16][CH3:17])[CH:14]=[C:13]([C:18]([NH2:20])=O)[CH:12]=2)[CH:8]=[CH:7][N:6]=1)(=[O:3])[CH3:2].C[N:22]([CH:24](OC)OC)C.O.[NH2:30]N.C(=O)(O)[O-].[Na+]. Product: [CH2:16]([N:15]1[CH:14]=[C:13]([C:18]2[NH:20][CH:24]=[N:22][N:30]=2)[CH:12]=[C:11]1[C:9]1[CH:8]=[CH:7][N:6]=[C:5]([NH:4][C:1](=[O:3])[CH3:2])[CH:10]=1)[CH3:17]. The catalyst class is: 260.